This data is from Forward reaction prediction with 1.9M reactions from USPTO patents (1976-2016). The task is: Predict the product of the given reaction. (1) The product is: [S:14](=[N:17][CH:18]=[O:19])(=[O:16])=[O:15].[N+:20]([CH2:24][S:11]([C:5]1[CH:6]=[CH:7][C:8]([O:9][CH3:10])=[C:3]([O:2][CH3:1])[CH:4]=1)(=[O:13])=[O:12])#[C-:21]. Given the reactants [CH3:1][O:2][C:3]1[CH:4]=[C:5]([S:11]([O-:13])=[O:12])[CH:6]=[CH:7][C:8]=1[O:9][CH3:10].[S:14](=[N:17][CH:18]=[O:19])(=[O:16])=[O:15].[NH:20]([CH:24](C)C)[CH:21](C)C, predict the reaction product. (2) Given the reactants [CH2:1]([N:5]([CH2:21][CH2:22][CH2:23][CH3:24])[C:6]1[CH:11]=[CH:10][C:9]([CH:12]=[CH:13][C:14]2[S:15][CH:16]=[CH:17][CH:18]=2)=[C:8]([O:19][CH3:20])[CH:7]=1)[CH2:2][CH2:3][CH3:4].C([Li])CCC.CN(C)[CH:32]=[O:33], predict the reaction product. The product is: [CH2:21]([N:5]([CH2:1][CH2:2][CH2:3][CH3:4])[C:6]1[CH:11]=[CH:10][C:9]([CH:12]=[CH:13][C:14]2[S:15][C:16]([CH:32]=[O:33])=[CH:17][CH:18]=2)=[C:8]([O:19][CH3:20])[CH:7]=1)[CH2:22][CH2:23][CH3:24]. (3) Given the reactants [C:1]1([CH2:7][CH2:8][S:9]([NH2:12])(=[O:11])=[O:10])[CH:6]=[CH:5][CH:4]=[CH:3][CH:2]=1.[Cl:13][S:14](O)(=[O:16])=[O:15], predict the reaction product. The product is: [S:9]([CH2:8][CH2:7][C:1]1[CH:2]=[CH:3][C:4]([S:14]([Cl:13])(=[O:16])=[O:15])=[CH:5][CH:6]=1)(=[O:10])(=[O:11])[NH2:12]. (4) Given the reactants C([O:3][C:4](=[O:41])[CH2:5][N:6]([S:28]([N:31]1[C:40]2[C:35](=[CH:36][CH:37]=[CH:38][CH:39]=2)[CH2:34][CH2:33][CH2:32]1)(=[O:30])=[O:29])[CH2:7][C:8]1[CH:13]=[CH:12][CH:11]=[C:10]([O:14][CH2:15][CH2:16][C:17]2[N:18]=[C:19]([C:23]3[S:24][CH:25]=[CH:26][CH:27]=3)[O:20][C:21]=2[CH3:22])[CH:9]=1)C.O.[OH-].[Li+], predict the reaction product. The product is: [N:31]1([S:28]([N:6]([CH2:5][C:4]([OH:41])=[O:3])[CH2:7][C:8]2[CH:13]=[CH:12][CH:11]=[C:10]([O:14][CH2:15][CH2:16][C:17]3[N:18]=[C:19]([C:23]4[S:24][CH:25]=[CH:26][CH:27]=4)[O:20][C:21]=3[CH3:22])[CH:9]=2)(=[O:29])=[O:30])[C:40]2[C:35](=[CH:36][CH:37]=[CH:38][CH:39]=2)[CH2:34][CH2:33][CH2:32]1. (5) Given the reactants FC1C=CC(S(NC2C(C(OC)=O)=C3C([C@H]4C[C@H]4CO3)=CC=2)(=O)=O)=C(/C=C\[C@@H]2CCCN2)C=1.[CH3:34][O:35][C:36]([C:38]1[C:47]2[O:46][CH2:45][C@@H:44]3[CH2:48][C@@H:43]3[C:42]=2[CH:41]=[CH:40][C:39]=1[NH:49][S:50]([C:53]1[CH:71]=[CH:70][CH:69]=[CH:68][C:54]=1[CH2:55][C@@H:56]1[CH2:60][CH2:59][N:58](C(OC(C)(C)C)=O)[CH2:57]1)(=[O:52])=[O:51])=[O:37], predict the reaction product. The product is: [NH:58]1[CH2:59][CH2:60][C@@H:56]([CH2:55][C:54]2[CH:68]=[CH:69][CH:70]=[CH:71][C:53]=2[S:50]([NH:49][C:39]2[C:38]([C:36]([O:35][CH3:34])=[O:37])=[C:47]3[C:42]([C@H:43]4[CH2:48][C@H:44]4[CH2:45][O:46]3)=[CH:41][CH:40]=2)(=[O:51])=[O:52])[CH2:57]1. (6) Given the reactants [Br:1][C:2]1[CH:7]=[CH:6][C:5](/[C:8](/[CH3:14])=[C:9](\[CH2:12][CH3:13])/[CH2:10][OH:11])=[CH:4][CH:3]=1.[CH2:15]([O:17][C@@H:18]([CH2:24][C:25]1[CH:30]=[CH:29][C:28](O)=[CH:27][CH:26]=1)[C:19]([O:21][CH2:22][CH3:23])=[O:20])[CH3:16], predict the reaction product. The product is: [Br:1][C:2]1[CH:3]=[CH:4][C:5](/[C:8](/[CH3:14])=[C:9](\[CH2:12][CH3:13])/[CH2:10][O:11][C:28]2[CH:27]=[CH:26][C:25]([CH2:24][C@H:18]([O:17][CH2:15][CH3:16])[C:19]([O:21][CH2:22][CH3:23])=[O:20])=[CH:30][CH:29]=2)=[CH:6][CH:7]=1. (7) The product is: [NH2:1][C:2]1[CH:17]=[CH:16][C:5]([O:6][C:7]2[C:12]([NH:13][CH3:14])=[C:11]([C:19]#[C:30][CH2:29][O:28][CH3:27])[N:10]=[CH:9][N:8]=2)=[CH:4][C:3]=1[Cl:18]. Given the reactants [NH2:1][C:2]1[CH:17]=[CH:16][C:5]([O:6][C:7]2[C:12]([NH:13][CH3:14])=[C:11](I)[N:10]=[CH:9][N:8]=2)=[CH:4][C:3]=1[Cl:18].[CH2:19](N(CC)CC)C.C[CH2:27][O:28][CH2:29][CH3:30], predict the reaction product.